Dataset: Reaction yield outcomes from USPTO patents with 853,638 reactions. Task: Predict the reaction yield, written as a fraction of the theoretical maximum amount of product (1.0 means a 100% yield; for example, 0.34 means a 34% yield). The reactants are [F:1][C:2]([F:28])([F:27])[C:3]1([C:6]2[CH:11]=[CH:10][C:9]([C:12]([C:14]3[CH:20]=[C:19]([C:21]#[C:22][Si:23]([CH3:26])([CH3:25])[CH3:24])[CH:18]=[CH:17][C:15]=3[NH2:16])=[O:13])=[CH:8][CH:7]=2)[N:5]=[N:4]1.[Cl:29][CH:30]([Cl:34])[C:31](Cl)=[O:32]. The catalyst is C(Cl)Cl. The product is [Cl:29][CH:30]([Cl:34])[C:31]([NH:16][C:15]1[CH:17]=[CH:18][C:19]([C:21]#[C:22][Si:23]([CH3:24])([CH3:26])[CH3:25])=[CH:20][C:14]=1[C:12]([C:9]1[CH:10]=[CH:11][C:6]([C:3]2([C:2]([F:1])([F:27])[F:28])[N:5]=[N:4]2)=[CH:7][CH:8]=1)=[O:13])=[O:32]. The yield is 0.940.